Dataset: Catalyst prediction with 721,799 reactions and 888 catalyst types from USPTO. Task: Predict which catalyst facilitates the given reaction. (1) Reactant: [NH2:1][C:2]1[C:3]([NH:8][C:9]2[CH:10]=[C:11]([C:15]3[CH:20]=[CH:19][CH:18]=[CH:17][CH:16]=3)[CH:12]=[CH:13][CH:14]=2)=[N:4][CH:5]=[CH:6][CH:7]=1.[OH:21][C:22]1[CH:27]=[CH:26][C:25]([CH2:28][C:29](=O)[C:30](O)=[O:31])=[CH:24][CH:23]=1.C(OCC)(=O)C.C(=O)(O)[O-].[Na+]. Product: [C:11]1([C:15]2[CH:16]=[CH:17][CH:18]=[CH:19][CH:20]=2)[CH:12]=[CH:13][CH:14]=[C:9]([N:8]2[C:30](=[O:31])[C:29]([CH2:28][C:25]3[CH:24]=[CH:23][C:22]([OH:21])=[CH:27][CH:26]=3)=[N:1][C:2]3[CH:7]=[CH:6][CH:5]=[N:4][C:3]2=3)[CH:10]=1. The catalyst class is: 8. (2) Reactant: [ClH:1].[CH3:2][C:3]1[CH:4]=[CH:5][C:6]2[CH2:7][N:8](CC3C=CC=CC=3)[C@@H:9]3[C@@H:14]([C:15]=2[CH:16]=1)[C:13]1[CH:17]=[C:18]([O:23][CH3:24])[C:19]([O:21][CH3:22])=[CH:20][C:12]=1[CH2:11][CH2:10]3. Product: [ClH:1].[CH3:2][C:3]1[CH:4]=[CH:5][C:6]2[CH2:7][NH:8][C@@H:9]3[C@@H:14]([C:15]=2[CH:16]=1)[C:13]1[CH:17]=[C:18]([O:23][CH3:24])[C:19]([O:21][CH3:22])=[CH:20][C:12]=1[CH2:11][CH2:10]3. The catalyst class is: 29. (3) Reactant: [OH-].[Ca+2:2].[OH-].[CH3:4][CH2:5][C:6]([C:9]([O:11][C@@H:12]1[C@@H:17]2[C@@H:18]([CH2:23][CH2:24][C@H:25]3[O:31][C:29](=[O:30])[CH2:28][C@H:27]([OH:32])[CH2:26]3)[C@@H:19]([CH3:22])[CH:20]=[CH:21][C:16]2=[CH:15][C@H:14]([CH3:33])[CH2:13]1)=[O:10])([CH3:8])[CH3:7]. Product: [CH3:4][CH2:5][C:6]([C:9]([O:11][C@@H:12]1[C@@H:17]2[C@@H:18]([CH2:23][CH2:24][C@H:25]3[O:31][C:29](=[O:30])[CH2:28][C@H:27]([OH:32])[CH2:26]3)[C@@H:19]([CH3:22])[CH:20]=[CH:21][C:16]2=[CH:15][C@H:14]([CH3:33])[CH2:13]1)=[O:10])([CH3:8])[CH3:7].[Ca:2]. The catalyst class is: 6. (4) Reactant: [CH3:1][S:2]([NH:5][C:6]1[CH:7]=[C:8]([CH:12]=[CH:13][C:14]=1[CH3:15])[C:9]([OH:11])=O)(=[O:4])=[O:3].CCN=C=NCCCN(C)C.Cl.[Cl:28][C:29]1[CH:34]=[CH:33][C:32]([CH:35]2[CH2:40][CH2:39][NH:38][CH2:37][CH2:36]2)=[CH:31][CH:30]=1. Product: [Cl:28][C:29]1[CH:34]=[CH:33][C:32]([CH:35]2[CH2:36][CH2:37][N:38]([C:9]([C:8]3[CH:12]=[CH:13][C:14]([CH3:15])=[C:6]([NH:5][S:2]([CH3:1])(=[O:3])=[O:4])[CH:7]=3)=[O:11])[CH2:39][CH2:40]2)=[CH:31][CH:30]=1. The catalyst class is: 241. (5) Reactant: [CH3:1][C:2]1[S:3][CH:4]=[C:5]([C:7]2[CH:13]=[CH:12][C:10]([NH2:11])=[CH:9][CH:8]=2)[N:6]=1.[Cl:14][C:15]1[CH:23]=[C:22]([Cl:24])[CH:21]=[CH:20][C:16]=1[C:17](O)=[O:18].C(N(C(C)C)CC)(C)C.CN(C(ON1N=NC2C=CC=NC1=2)=[N+](C)C)C.F[P-](F)(F)(F)(F)F. Product: [Cl:14][C:15]1[CH:23]=[C:22]([Cl:24])[CH:21]=[CH:20][C:16]=1[C:17]([NH:11][C:10]1[CH:12]=[CH:13][C:7]([C:5]2[N:6]=[C:2]([CH3:1])[S:3][CH:4]=2)=[CH:8][CH:9]=1)=[O:18]. The catalyst class is: 35.